The task is: Predict the reaction yield, written as a fraction of the theoretical maximum amount of product (1.0 means a 100% yield; for example, 0.34 means a 34% yield).. This data is from Reaction yield outcomes from USPTO patents with 853,638 reactions. (1) The reactants are [CH2:1]([O:3][C:4]([C:6]1[C:15](=O)[C:14]2[C:9](=[N:10][C:11]([CH3:17])=[CH:12][CH:13]=2)[NH:8][CH:7]=1)=[O:5])[CH3:2].O=P(Cl)(Cl)[Cl:20]. No catalyst specified. The product is [CH2:1]([O:3][C:4]([C:6]1[CH:7]=[N:8][C:9]2[C:14]([C:15]=1[Cl:20])=[CH:13][CH:12]=[C:11]([CH3:17])[N:10]=2)=[O:5])[CH3:2]. The yield is 0.570. (2) The reactants are [NH:1]1[C:5]2=[N:6][CH:7]=[CH:8][CH:9]=[C:4]2[CH:3]=[CH:2]1.[Br:10][C:11]1[CH:19]=[CH:18][C:14]([C:15](Cl)=[O:16])=[CH:13][N:12]=1.[Cl-].[Cl-].[Cl-].[Al+3]. The catalyst is ClCCl. The product is [Br:10][C:11]1[N:12]=[CH:13][C:14]([C:15]([C:3]2[C:4]3[C:5](=[N:6][CH:7]=[CH:8][CH:9]=3)[NH:1][CH:2]=2)=[O:16])=[CH:18][CH:19]=1. The yield is 0.110.